Dataset: Full USPTO retrosynthesis dataset with 1.9M reactions from patents (1976-2016). Task: Predict the reactants needed to synthesize the given product. (1) Given the product [O:105]=[C:106]1[CH:110]=[CH:109][C:108](=[O:111])[N:107]1[CH2:112][CH2:113][CH2:114][C:115]([N:117]([CH3:122])[CH2:118][CH2:119][N:120]([CH3:121])[C:1](=[O:3])[CH2:4][CH2:5][CH2:6][N:7]([CH3:64])[C@H:8]([C:12]([NH:14][C@H:15]([C:19]([N:21]([C@@H:23]([C@@H:60]([CH3:63])[CH2:61][CH3:62])[C@H:24]([O:58][CH3:59])[CH2:25][C:26]([N:28]1[CH2:32][CH2:31][CH2:30][C@H:29]1[C@H:33]([O:56][CH3:57])[C@@H:34]([CH3:55])[C:35]([NH:37][C@@:38]1([C:47]([N:49]2[CH2:54][CH2:53][CH2:52][CH2:51][O:50]2)=[O:48])[CH2:40][C@@H:39]1[C:41]1[CH:46]=[CH:45][CH:44]=[CH:43][CH:42]=1)=[O:36])=[O:27])[CH3:22])=[O:20])[CH:16]([CH3:18])[CH3:17])=[O:13])[CH:9]([CH3:11])[CH3:10])=[O:116], predict the reactants needed to synthesize it. The reactants are: [C:1]([CH2:4][CH2:5][CH2:6][N:7]([CH3:64])[C@H:8]([C:12]([NH:14][C@H:15]([C:19]([N:21]([C@@H:23]([C@@H:60]([CH3:63])[CH2:61][CH3:62])[C@H:24]([O:58][CH3:59])[CH2:25][C:26]([N:28]1[CH2:32][CH2:31][CH2:30][C@H:29]1[C@H:33]([O:56][CH3:57])[C@@H:34]([CH3:55])[C:35]([NH:37][C@@:38]1([C:47]([N:49]2[CH2:54][CH2:53][CH2:52][CH2:51][O:50]2)=[O:48])[CH2:40][C@@H:39]1[C:41]1[CH:46]=[CH:45][CH:44]=[CH:43][CH:42]=1)=[O:36])=[O:27])[CH3:22])=[O:20])[CH:16]([CH3:18])[CH3:17])=[O:13])[CH:9]([CH3:11])[CH3:10])([OH:3])=O.F[P-](F)(F)(F)(F)F.N1(OC(N(C)C)=[N+](C)C)C2N=CC=CC=2N=N1.C(N(CC)C(C)C)(C)C.FC(F)(F)C(O)=O.[O:105]=[C:106]1[CH:110]=[CH:109][C:108](=[O:111])[N:107]1[CH2:112][CH2:113][CH2:114][C:115]([N:117]([CH3:122])[CH2:118][CH2:119][NH:120][CH3:121])=[O:116]. (2) The reactants are: B(F)(F)F.CCOCC.[C:10]([NH:20][CH:21]([C:23]([OH:25])=[O:24])[CH3:22])([O:12][CH2:13][C:14]1[CH:19]=[CH:18][CH:17]=[CH:16][CH:15]=1)=[O:11].CO[CH:28](OC)[C:29]1[CH:34]=[CH:33][CH:32]=[CH:31][CH:30]=1. Given the product [CH3:22][CH:21]1[C:23](=[O:25])[O:24][CH:28]([C:29]2[CH:34]=[CH:33][CH:32]=[CH:31][CH:30]=2)[N:20]1[C:10]([O:12][CH2:13][C:14]1[CH:19]=[CH:18][CH:17]=[CH:16][CH:15]=1)=[O:11], predict the reactants needed to synthesize it.